From a dataset of Full USPTO retrosynthesis dataset with 1.9M reactions from patents (1976-2016). Predict the reactants needed to synthesize the given product. (1) Given the product [F:36][C:26]([F:25])([F:35])[C:27]1[CH:28]=[CH:31][C:32]([CH2:19][N:16]2[C:15](=[O:18])[N:4]3[N:5]=[CH:6][C:7]([C:8]4[CH:13]=[CH:12][C:11]([Cl:14])=[CH:10][CH:9]=4)=[C:2]([Cl:1])[C:3]3=[N:17]2)=[CH:33][CH:34]=1, predict the reactants needed to synthesize it. The reactants are: [Cl:1][C:2]1[C:3]2[N:4]([C:15](=[O:18])[NH:16][N:17]=2)[N:5]=[CH:6][C:7]=1[C:8]1[CH:13]=[CH:12][C:11]([Cl:14])=[CH:10][CH:9]=1.[C:19]([O-])([O-])=O.[K+].[K+].[F:25][C:26]([F:36])([F:35])[C:27]1[CH:34]=[CH:33][CH:32]=[CH:31][C:28]=1CBr. (2) Given the product [F:20][C:2]1([F:1])[C:10]2[C:5](=[CH:6][CH:7]=[CH:8][CH:9]=2)[N:4]([CH2:11][C:12]([OH:14])=[O:13])[C:3]1=[O:19], predict the reactants needed to synthesize it. The reactants are: [F:1][C:2]1([F:20])[C:10]2[C:5](=[CH:6][CH:7]=[CH:8][CH:9]=2)[N:4]([CH2:11][C:12]([O:14]C(C)(C)C)=[O:13])[C:3]1=[O:19].C(Cl)Cl.